The task is: Predict the product of the given reaction.. This data is from Forward reaction prediction with 1.9M reactions from USPTO patents (1976-2016). (1) Given the reactants [C:1]([CH2:3][CH2:4][C:5]([NH:7][CH:8]([B:21]1[O:29][CH:28]2[C:23]([CH3:33])([CH:24]3[CH2:30][CH:26]([CH2:27]2)[C:25]3([CH3:32])[CH3:31])[O:22]1)[CH2:9][C:10]1[C:11]([O:19][CH3:20])=[C:12]([CH:16]=[CH:17][CH:18]=1)[C:13]([OH:15])=[O:14])=[O:6])#[N:2].C(=O)([O-])[O-].[K+].[K+].[C:40]([O:43][CH2:44]Br)(=[O:42])[CH3:41], predict the reaction product. The product is: [C:40]([O:43][CH2:44][O:14][C:13](=[O:15])[C:12]1[CH:16]=[CH:17][CH:18]=[C:10]([CH2:9][CH:8]([NH:7][C:5](=[O:6])[CH2:4][CH2:3][C:1]#[N:2])[B:21]2[O:29][CH:28]3[C:23]([CH3:33])([CH:24]4[CH2:30][CH:26]([CH2:27]3)[C:25]4([CH3:32])[CH3:31])[O:22]2)[C:11]=1[O:19][CH3:20])(=[O:42])[CH3:41]. (2) Given the reactants [Cl:1][C:2]1[CH:3]=[CH:4][CH:5]=[C:6]2[C:10]=1[C:9](=[O:11])[N:8]([C:12]1[CH:13]=[C:14]([CH:32]=[CH:33][CH:34]=1)[C:15](NCCC1CCN(C3C=CN=CC=3)CC1)=[O:16])[CH2:7]2.[N:35]1[CH:40]=[CH:39][C:38]([N:41]2[CH2:46][CH2:45][NH:44][CH2:43][CH2:42]2)=[CH:37][CH:36]=1.ClC1C=CC=C2C=1C(=O)N(C1C=C(C=CC=1)C(O)=O)C2, predict the reaction product. The product is: [Cl:1][C:2]1[CH:3]=[CH:4][CH:5]=[C:6]2[C:10]=1[C:9](=[O:11])[N:8]([C:12]1[CH:34]=[CH:33][CH:32]=[C:14]([C:15]([N:44]3[CH2:43][CH2:42][N:41]([C:38]4[CH:39]=[CH:40][N:35]=[CH:36][CH:37]=4)[CH2:46][CH2:45]3)=[O:16])[CH:13]=1)[CH2:7]2. (3) Given the reactants [CH2:1]=[CH:2][C@@H:3]([OH:9])[CH2:4][CH2:5][CH2:6][CH2:7][CH3:8].N1C=CN=C1.[CH3:15][C:16]([Si:19](Cl)([CH3:21])[CH3:20])([CH3:18])[CH3:17].O, predict the reaction product. The product is: [C:16]([Si:19]([CH3:21])([CH3:20])[O:9][C@@H:3]([CH2:4][CH2:5][CH2:6][CH2:7][CH3:8])[CH:2]=[CH2:1])([CH3:18])([CH3:17])[CH3:15]. (4) Given the reactants [NH2:1][C:2]1[C:3]([C:9]([O:11]C)=O)=[N:4][C:5]([F:8])=[CH:6][N:7]=1.[NH3:13], predict the reaction product. The product is: [NH2:1][C:2]1[C:3]([C:9]([NH2:13])=[O:11])=[N:4][C:5]([F:8])=[CH:6][N:7]=1. (5) Given the reactants [C:1]([C:3]1[CH:4]=[N:5][CH:6]=[CH:7][CH:8]=1)#[CH:2].ClC1C=CC=C(C(OO)=[O:17])C=1.C([O-])([O-])=O.[Na+].[Na+], predict the reaction product. The product is: [C:1]([C:3]1[CH:4]=[N+:5]([O-:17])[CH:6]=[CH:7][CH:8]=1)#[CH:2]. (6) Given the reactants [C:1]([O:5][C:6]([N:8]1[CH2:12][CH2:11][C:10]([CH2:16][CH:17]2[CH2:19][CH2:18]2)([C:13]([OH:15])=O)[CH2:9]1)=[O:7])([CH3:4])([CH3:3])[CH3:2].S(Cl)(Cl)=O.Cl.[F:25][C:26]([F:38])([F:37])[C:27]1[CH:28]=[N:29][C:30]2[CH2:31][CH2:32][NH:33][CH2:34][C:35]=2[CH:36]=1.C(N(CC)CC)C, predict the reaction product. The product is: [CH:17]1([CH2:16][C:10]2([C:13]([N:33]3[CH2:32][CH2:31][C:30]4[N:29]=[CH:28][C:27]([C:26]([F:25])([F:37])[F:38])=[CH:36][C:35]=4[CH2:34]3)=[O:15])[CH2:11][CH2:12][N:8]([C:6]([O:5][C:1]([CH3:2])([CH3:3])[CH3:4])=[O:7])[CH2:9]2)[CH2:19][CH2:18]1. (7) Given the reactants C([O:4][CH2:5][C:6]([NH:8][C@H:9]1[CH2:13][CH2:12][N:11]([C:14]2[CH:19]=[CH:18][C:17]([N:20]3[CH2:24][C@H:23]([CH2:25][NH:26][C:27]4[CH:31]=[CH:30][O:29][N:28]=4)[O:22][C:21]3=[O:32])=[CH:16][C:15]=2[F:33])[CH2:10]1)=[O:7])(=O)C.C(=O)([O-])[O-].[K+].[K+], predict the reaction product. The product is: [OH:4][CH2:5][C:6]([NH:8][C@H:9]1[CH2:13][CH2:12][N:11]([C:14]2[CH:19]=[CH:18][C:17]([N:20]3[CH2:24][C@H:23]([CH2:25][NH:26][C:27]4[CH:31]=[CH:30][O:29][N:28]=4)[O:22][C:21]3=[O:32])=[CH:16][C:15]=2[F:33])[CH2:10]1)=[O:7]. (8) The product is: [NH3:2].[CH3:10][OH:11].[Cl:46][CH2:47][Cl:49].[CH:25]([N:21]1[CH2:20][CH2:19][N:18]([C:15]2[CH:16]=[CH:17][C:12]([O:11][CH2:10][CH2:9][CH2:8][N:2]3[CH2:7][CH2:6][CH2:5][CH2:4][CH2:3]3)=[CH:13][CH:14]=2)[CH2:23][CH2:22]1)([CH3:27])[CH3:24]. Given the reactants Cl.[N:2]1([CH2:8][CH2:9][CH2:10][O:11][C:12]2[CH:17]=[CH:16][C:15]([N:18]3[CH2:23][CH2:22][NH:21][CH2:20][CH2:19]3)=[CH:14][CH:13]=2)[CH2:7][CH2:6][CH2:5][CH2:4][CH2:3]1.[CH3:24][C:25]([CH3:27])=O.C(O)(=O)C.C(O[BH-](OC(=O)C)OC(=O)C)(=O)C.[Na+].[Cl:46][CH:47]([Cl:49])C, predict the reaction product. (9) Given the reactants [C:1]([O:12][CH3:13])(=[O:11])[C:2]1[CH:10]=[CH:9][C:5]([C:6]([O-:8])=O)=[CH:4][CH:3]=1.[C:14]([C:18]1[CH:24]=[CH:23][C:21]([NH2:22])=[CH:20][CH:19]=1)([CH3:17])([CH3:16])[CH3:15].CCN(C(C)C)C(C)C, predict the reaction product. The product is: [C:14]([C:18]1[CH:19]=[CH:20][C:21]([NH:22][C:6]([C:5]2[CH:4]=[CH:3][C:2]([C:1]([O:12][CH3:13])=[O:11])=[CH:10][CH:9]=2)=[O:8])=[CH:23][CH:24]=1)([CH3:17])([CH3:15])[CH3:16]. (10) Given the reactants [CH2:1]([N:8]1[CH2:13][CH2:12][C:11](=O)[CH:10]([C:15]2[CH:20]=[CH:19][CH:18]=[CH:17][CH:16]=2)[CH2:9]1)[C:2]1[CH:7]=[CH:6][CH:5]=[CH:4][CH:3]=1.[NH:21]1[CH2:26][CH2:25][NH:24][CH2:23][CH2:22]1.C([BH3-])#N.[Na+].[OH-].[Na+], predict the reaction product. The product is: [CH2:1]([N:8]1[CH2:13][CH2:12][C@H:11]([N:21]2[CH2:26][CH2:25][NH:24][CH2:23][CH2:22]2)[C@H:10]([C:15]2[CH:20]=[CH:19][CH:18]=[CH:17][CH:16]=2)[CH2:9]1)[C:2]1[CH:7]=[CH:6][CH:5]=[CH:4][CH:3]=1.